Dataset: Reaction yield outcomes from USPTO patents with 853,638 reactions. Task: Predict the reaction yield, written as a fraction of the theoretical maximum amount of product (1.0 means a 100% yield; for example, 0.34 means a 34% yield). (1) The reactants are [H-].[H-].[H-].[H-].[Li+].[Al+3].C[O:8][C:9]([C:11]1[C:20]([CH3:21])=[C:19]([O:22][CH2:23][C:24]2[CH:29]=[CH:28][CH:27]=[CH:26][CH:25]=2)[C:18]2[C:13](=[CH:14][CH:15]=[C:16]([F:30])[CH:17]=2)[CH:12]=1)=O. The catalyst is C1COCC1. The product is [CH2:23]([O:22][C:19]1[C:18]2[C:13](=[CH:14][CH:15]=[C:16]([F:30])[CH:17]=2)[CH:12]=[C:11]([CH2:9][OH:8])[C:20]=1[CH3:21])[C:24]1[CH:25]=[CH:26][CH:27]=[CH:28][CH:29]=1. The yield is 0.920. (2) The reactants are [H-].[Na+].[CH2:3]([N:10]1[CH2:15][CH2:14][CH2:13][C:12](=[O:16])[CH2:11]1)[C:4]1[CH:9]=[CH:8][CH:7]=[CH:6][CH:5]=1.[CH3:17]S(C)=O. The catalyst is C1COCC1. The product is [CH2:3]([N:10]1[CH2:15][CH2:14][CH2:13][C:12]2([O:16][CH2:17]2)[CH2:11]1)[C:4]1[CH:5]=[CH:6][CH:7]=[CH:8][CH:9]=1. The yield is 0.710. (3) The reactants are [NH2:1][C:2]1[CH:3]=[C:4]([Br:9])[C:5]([Cl:8])=[N:6][CH:7]=1.[O:10]1[CH2:15][CH2:14][CH:13]([CH:16]=O)[CH2:12][CH2:11]1.C(O)(=O)C.C(O[BH-](OC(=O)C)OC(=O)C)(=O)C.[Na+]. The catalyst is C(Cl)Cl. The product is [Br:9][C:4]1[CH:3]=[C:2]([NH:1][CH2:16][CH:13]2[CH2:14][CH2:15][O:10][CH2:11][CH2:12]2)[CH:7]=[N:6][C:5]=1[Cl:8]. The yield is 0.970. (4) The reactants are [C:1]([C:3]1[CH:8]=[C:7]([N:9]2[CH2:13][CH2:12][N:11]([CH2:14][C:15]([O:17][C:18]([CH3:21])([CH3:20])[CH3:19])=[O:16])[C:10]2=[O:22])[CH:6]=[CH:5][N:4]=1)#[N:2].[C:23](OC)(=[O:31])[C:24]1[C:25](=[CH:27][CH:28]=[CH:29][CH:30]=1)[SH:26].C(N(CC)CC)C. The catalyst is C1(C)C=CC=CC=1. The product is [O:22]=[C:10]1[N:9]([C:7]2[CH:6]=[CH:5][N:4]=[C:3]([C:1]3[S:26][C:25]4[CH:27]=[CH:28][CH:29]=[CH:30][C:24]=4[C:23](=[O:31])[N:2]=3)[CH:8]=2)[CH2:13][CH2:12][N:11]1[CH2:14][C:15]([O:17][C:18]([CH3:19])([CH3:21])[CH3:20])=[O:16]. The yield is 0.580. (5) The reactants are [NH:1]1[CH2:4][CH:3]([C:5]2[CH:6]=[CH:7][C:8]([NH:11][C:12]3[C:13](=[O:20])[N:14]([CH3:19])[CH:15]=[C:16]([Br:18])[CH:17]=3)=[N:9][CH:10]=2)[CH2:2]1.C=O.[BH3-][C:24]#N.[Na+].C(OCC)C. The catalyst is CO.[Cl-].[Zn+2].[Cl-].O. The product is [Br:18][C:16]1[CH:17]=[C:12]([NH:11][C:8]2[CH:7]=[CH:6][C:5]([CH:3]3[CH2:4][N:1]([CH3:24])[CH2:2]3)=[CH:10][N:9]=2)[C:13](=[O:20])[N:14]([CH3:19])[CH:15]=1. The yield is 0.830.